This data is from Ames mutagenicity test results for genotoxicity prediction. The task is: Regression/Classification. Given a drug SMILES string, predict its toxicity properties. Task type varies by dataset: regression for continuous values (e.g., LD50, hERG inhibition percentage) or binary classification for toxic/non-toxic outcomes (e.g., AMES mutagenicity, cardiotoxicity, hepatotoxicity). Dataset: ames. (1) The drug is COc1cc(F)ccc1[N+](=O)[O-]. The result is 1 (mutagenic). (2) The compound is CNCc1ccc(CSCCNC(=NCC(O)c2ccc(O)cc2)NS(C)(=O)=O)o1. The result is 0 (non-mutagenic). (3) The drug is CC(=O)OCCC(C)C. The result is 0 (non-mutagenic). (4) The compound is O=C1NC(=O)C(c2ccccc2)(c2ccccc2)N1. The result is 0 (non-mutagenic). (5) The molecule is Cc1ccc(NO)cc1. The result is 1 (mutagenic).